From a dataset of HIV replication inhibition screening data with 41,000+ compounds from the AIDS Antiviral Screen. Binary Classification. Given a drug SMILES string, predict its activity (active/inactive) in a high-throughput screening assay against a specified biological target. (1) The drug is c1ccc([Ge](c2ccccc2)(c2ccccc2)p2p3p([Ge](c4ccccc4)(c4ccccc4)c4ccccc4)p4p2p4p3[Ge](c2ccccc2)(c2ccccc2)c2ccccc2)cc1. The result is 0 (inactive). (2) The compound is Cc1ncc2c(n1)-c1ccccc1OC2O. The result is 0 (inactive). (3) The compound is O=[N+]([O-])c1ccc(N=Nc2c(F)cc(NCS(=O)(=O)O)cc2F)cc1. The result is 0 (inactive). (4) The drug is c1ccc(Cn2cc[n+]3c2[Au-][n+]2ccn(Cc4ccccc4)c2[Au-][n+]2ccn(Cc4ccccc4)c2[Au-]3)cc1. The result is 0 (inactive). (5) The drug is CNc1ccc(C=Cc2ccnc3ccccc23)cc1. The result is 0 (inactive). (6) The drug is CC(=O)Nc1cc(N=Nc2ccc(N=Nc3ccc(NC(=O)c4ccc(N)cc4)cc3C)cc2C)c(S(=O)(=O)O)cc1N=Nc1ccc(C(=O)O)cc1. The result is 1 (active). (7) The molecule is CC(CC(C)C1CCC2C3C(O)CC4CC(O)CCC4(C)C3CCC12C)C(=O)O. The result is 0 (inactive).